From a dataset of Catalyst prediction with 721,799 reactions and 888 catalyst types from USPTO. Predict which catalyst facilitates the given reaction. (1) Reactant: [F:1][C:2]1[CH:3]=[C:4]([N+:14]([O-])=O)[CH:5]=[CH:6][C:7]=1[N:8]1[CH:12]=[C:11]([CH3:13])[N:10]=[CH:9]1.C([O-])=O.[NH4+]. Product: [NH2:14][C:4]1[CH:5]=[CH:6][C:7]([N:8]2[CH:12]=[C:11]([CH3:13])[N:10]=[CH:9]2)=[C:2]([F:1])[CH:3]=1. The catalyst class is: 541. (2) Reactant: [NH:1]1[CH2:6][CH2:5][CH:4]([NH:7][C:8](=[O:16])[C:9]2[CH:14]=[CH:13][C:12]([F:15])=[CH:11][CH:10]=2)[CH2:3][CH2:2]1.N1C=CC=CC=1.[C:23](Cl)(=[O:30])[C:24]1[CH:29]=[CH:28][CH:27]=[CH:26][CH:25]=1.O. Product: [C:23]([N:1]1[CH2:2][CH2:3][CH:4]([NH:7][C:8](=[O:16])[C:9]2[CH:14]=[CH:13][C:12]([F:15])=[CH:11][CH:10]=2)[CH2:5][CH2:6]1)(=[O:30])[C:24]1[CH:29]=[CH:28][CH:27]=[CH:26][CH:25]=1. The catalyst class is: 4. (3) Reactant: [CH3:1][O:2][C:3]1[CH:12]=[CH:11][C:10]([S:13](=[O:16])(=[O:15])[NH2:14])=[CH:9][C:4]=1[C:5]([O:7]C)=[O:6].[OH-].[Na+].Cl. Product: [CH3:1][O:2][C:3]1[CH:12]=[CH:11][C:10]([S:13](=[O:16])(=[O:15])[NH2:14])=[CH:9][C:4]=1[C:5]([OH:7])=[O:6]. The catalyst class is: 5. (4) Reactant: C1C(=O)N([Br:8])C(=O)C1.[CH3:9][C:10]1([CH2:14][O:15][C:16]2[CH:17]=[C:18]([CH2:24][OH:25])[CH:19]=[C:20]([CH2:22][OH:23])[CH:21]=2)[CH2:13][O:12][CH2:11]1. Product: [Br:8][C:19]1[C:20]([CH2:22][OH:23])=[CH:21][C:16]([O:15][CH2:14][C:10]2([CH3:9])[CH2:13][O:12][CH2:11]2)=[CH:17][C:18]=1[CH2:24][OH:25]. The catalyst class is: 10.